From a dataset of Catalyst prediction with 721,799 reactions and 888 catalyst types from USPTO. Predict which catalyst facilitates the given reaction. (1) Reactant: Cl.[Cl:2][C:3]1[CH:24]=[N:23][CH:22]=[C:21]([Cl:25])[C:4]=1[C:5]([NH:7][C:8]1[CH:20]=[CH:19][C:11]([CH2:12][C@@H:13]([C:15]([O:17][CH3:18])=[O:16])[NH2:14])=[CH:10][CH:9]=1)=[O:6].F[P-](F)(F)(F)(F)F.N1(O[P+](N2CCCC2)(N2CCCC2)N2CCCC2)C2C=CC=CC=2N=N1. Product: [Cl:25][C:21]1[CH:22]=[N:23][CH:24]=[C:3]([Cl:2])[C:4]=1[C:5]([NH:7][C:8]1[CH:20]=[CH:19][C:11]([CH2:12][C@@H:13]([C:15]([O:17][CH3:18])=[O:16])[NH2:14])=[CH:10][CH:9]=1)=[O:6]. The catalyst class is: 2. (2) Reactant: [C:1]([O:5][C:6](=[O:44])[N:7]([CH2:33][C:34]1[CH:43]=[CH:42][C:37]2[O:38][CH2:39][CH2:40][O:41][C:36]=2[CH:35]=1)[CH:8]1[CH2:13][CH2:12][N:11]([CH2:14][CH2:15][N:16]2[C:25]3[C:20](=[C:21]([C:28](=O)[CH2:29][CH3:30])[CH:22]=[C:23]([O:26][CH3:27])[CH:24]=3)[CH:19]=[CH:18][C:17]2=[O:32])[CH2:10][CH2:9]1)([CH3:4])([CH3:3])[CH3:2].[Cl-].[OH:46][NH3+:47].C(=O)([O-])O.[Na+]. Product: [C:1]([O:5][C:6](=[O:44])[N:7]([CH2:33][C:34]1[CH:43]=[CH:42][C:37]2[O:38][CH2:39][CH2:40][O:41][C:36]=2[CH:35]=1)[CH:8]1[CH2:9][CH2:10][N:11]([CH2:14][CH2:15][N:16]2[C:25]3[C:20](=[C:21]([C:28](=[N:47][OH:46])[CH2:29][CH3:30])[CH:22]=[C:23]([O:26][CH3:27])[CH:24]=3)[CH:19]=[CH:18][C:17]2=[O:32])[CH2:12][CH2:13]1)([CH3:2])([CH3:4])[CH3:3]. The catalyst class is: 5.